This data is from Catalyst prediction with 721,799 reactions and 888 catalyst types from USPTO. The task is: Predict which catalyst facilitates the given reaction. (1) Reactant: [N+:1]([C:4]1[CH:13]=[C:12]([C:14]([CH2:17][C:18]([CH3:21])([CH3:20])[CH3:19])([CH3:16])[CH3:15])[CH:11]=[C:6]([C:7](OC)=[O:8])[C:5]=1[OH:22])([O-:3])=[O:2].[NH3:23]. Product: [N+:1]([C:4]1[CH:13]=[C:12]([C:14]([CH2:17][C:18]([CH3:21])([CH3:20])[CH3:19])([CH3:16])[CH3:15])[CH:11]=[C:6]([C:7]([NH2:23])=[O:8])[C:5]=1[OH:22])([O-:3])=[O:2]. The catalyst class is: 1. (2) Reactant: N[C:2]1[CH:3]=[C:4]([C:8]2[N:13]=[CH:12][C:11]([C:14]3[CH:15]=[N:16][N:17]([CH:19]4[CH2:24][CH2:23][N:22]([C:25]([O:27][C:28]([CH3:31])([CH3:30])[CH3:29])=[O:26])[CH2:21][CH2:20]4)[CH:18]=3)=[CH:10][N:9]=2)[CH:5]=[CH:6][CH:7]=1.[O:32]1[CH:36]=[CH:35][C:34](B(O)O)=[CH:33]1.C(=O)([O-])[O-].[K+].[K+].O1CCOCC1. Product: [O:32]1[CH:36]=[CH:35][C:34]([C:2]2[CH:3]=[C:4]([C:8]3[N:9]=[CH:10][C:11]([C:14]4[CH:15]=[N:16][N:17]([CH:19]5[CH2:24][CH2:23][N:22]([C:25]([O:27][C:28]([CH3:30])([CH3:31])[CH3:29])=[O:26])[CH2:21][CH2:20]5)[CH:18]=4)=[CH:12][N:13]=3)[CH:5]=[CH:6][CH:7]=2)=[CH:33]1. The catalyst class is: 161. (3) Reactant: [F:1][C:2]1[CH:18]=[CH:17][CH:16]=[C:15]([F:19])[C:3]=1[C:4]([NH:6][C:7]1[C:8]([C:12](O)=O)=[N:9][NH:10][CH:11]=1)=[O:5].[NH2:20][C:21]1[C:30]([NH2:31])=[CH:29][CH:28]=[CH:27][C:22]=1[C:23]([O:25][CH3:26])=[O:24].C(Cl)CCl.C1C=CC2N(O)N=NC=2C=1. Product: [CH3:26][O:25][C:23]([C:22]1[C:21]2[N:20]=[C:12]([C:8]3[C:7]([NH:6][C:4](=[O:5])[C:3]4[C:2]([F:1])=[CH:18][CH:17]=[CH:16][C:15]=4[F:19])=[CH:11][NH:10][N:9]=3)[NH:31][C:30]=2[CH:29]=[CH:28][CH:27]=1)=[O:24]. The catalyst class is: 3. (4) Reactant: C([NH:5][S:6]([C:9]1[S:10][C:11]([C:14]2[N:15]=[CH:16][N:17]([C:19]3[N:24]=[C:23]([CH3:25])[CH:22]=[C:21]([C:26]4[CH:31]=[CH:30][C:29]([Cl:32])=[CH:28][CH:27]=4)[N:20]=3)[CH:18]=2)=[CH:12][CH:13]=1)(=[O:8])=[O:7])(C)(C)C.C(O)(C(F)(F)F)=O. Product: [Cl:32][C:29]1[CH:30]=[CH:31][C:26]([C:21]2[CH:22]=[C:23]([CH3:25])[N:24]=[C:19]([N:17]3[CH:18]=[C:14]([C:11]4[S:10][C:9]([S:6]([NH2:5])(=[O:8])=[O:7])=[CH:13][CH:12]=4)[N:15]=[CH:16]3)[N:20]=2)=[CH:27][CH:28]=1. The catalyst class is: 4. (5) Reactant: [NH2:1][C:2]1[CH:3]=[C:4]([CH2:8][C:9]([O:11][CH3:12])=[O:10])[CH:5]=[CH:6][CH:7]=1.CC1C=CC=C(C)N=1.[C:21](O[C:21]([C:23]([F:26])([F:25])[F:24])=[O:22])([C:23]([F:26])([F:25])[F:24])=[O:22]. Product: [F:24][C:23]([F:26])([F:25])[C:21]([NH:1][C:2]1[CH:3]=[C:4]([CH2:8][C:9]([O:11][CH3:12])=[O:10])[CH:5]=[CH:6][CH:7]=1)=[O:22]. The catalyst class is: 2. (6) Reactant: [CH3:1][O:2][C:3]([CH2:5][C:6](=O)[CH:7]([O:9][C:10](=O)[C:11]1[CH:16]=[CH:15][C:14]([Cl:17])=[N:13][CH:12]=1)[CH3:8])=[O:4].C([O-])(=O)C.[NH4+:24]. Product: [CH3:1][O:2][C:3](=[O:4])[CH2:5][C:6]1[N:24]=[C:10]([C:11]2[CH:12]=[N:13][C:14]([Cl:17])=[CH:15][CH:16]=2)[O:9][C:7]=1[CH3:8]. The catalyst class is: 8.